From a dataset of Forward reaction prediction with 1.9M reactions from USPTO patents (1976-2016). Predict the product of the given reaction. (1) The product is: [C:21]1([S:18]([CH2:17][C:14]2[C:8]([C:9]([O:11][CH3:12])=[O:10])=[C:7]([O:28][CH3:29])[C:6]([C:3]3[CH:4]=[CH:5][S:36][CH:2]=3)=[CH:16][CH:15]=2)(=[O:20])=[O:19])[CH:22]=[CH:23][CH:24]=[CH:25][CH:26]=1. Given the reactants O1[CH:5]=[CH:4][C:3]([C:6]2[C:7]([O:28][CH3:29])=[C:8]([C:14]([CH2:17][S:18]([C:21]3[CH:26]=[CH:25][CH:24]=[CH:23][C:22]=3C)(=[O:20])=[O:19])=[CH:15][CH:16]=2)[C:9]([O:11][CH2:12]C)=[O:10])=[CH:2]1.C1([S:36](CC2C(C(OC)=O)=C(OC)C(Br)=CC=2)(=O)=O)C=CC=CC=1.S1C=CC(B(O)O)=C1, predict the reaction product. (2) Given the reactants [Cl:1][C:2]1[C:7](I)=[CH:6][CH:5]=[CH:4][N:3]=1.[C:9]([O:13][C:14]([N:16]1[CH2:21][CH2:20][NH:19][CH2:18][CH2:17]1)=[O:15])([CH3:12])([CH3:11])[CH3:10].C1(P(C2C=CC=CC=2)C2C=CC3C(=CC=CC=3)C=2C2C3C(=CC=CC=3)C=CC=2P(C2C=CC=CC=2)C2C=CC=CC=2)C=CC=CC=1.C(N(CC)CC)C.C(=O)([O-])[O-].[Cs+].[Cs+], predict the reaction product. The product is: [C:9]([O:13][C:14]([N:16]1[CH2:21][CH2:20][N:19]([C:7]2[C:2]([Cl:1])=[N:3][CH:4]=[CH:5][CH:6]=2)[CH2:18][CH2:17]1)=[O:15])([CH3:12])([CH3:10])[CH3:11]. (3) Given the reactants [CH3:1][C:2]1[S:10][C:9]2[CH2:8][CH2:7][N:6]=[C:5]([CH2:11][CH2:12][C:13]3[CH:18]=[CH:17][C:16]([C:19]([F:22])([F:21])[F:20])=[CH:15][CH:14]=3)[C:4]=2[CH:3]=1.[BH4-].[Na+], predict the reaction product. The product is: [CH3:1][C:2]1[S:10][C:9]2[CH2:8][CH2:7][NH:6][CH:5]([CH2:11][CH2:12][C:13]3[CH:18]=[CH:17][C:16]([C:19]([F:22])([F:21])[F:20])=[CH:15][CH:14]=3)[C:4]=2[CH:3]=1. (4) Given the reactants [F:1][C:2]1[CH:10]=[C:9]2[C:5]([C:6]([C:11]3[CH:12]=[CH:13][C:14]4[S:18](=[O:20])(=[O:19])[N:17]([CH2:21][C:22](O)=[O:23])[CH:16]([CH2:25][OH:26])[C:15]=4[CH:27]=3)=[CH:7][NH:8]2)=[CH:4][CH:3]=1, predict the reaction product. The product is: [F:1][C:2]1[CH:10]=[C:9]2[C:5]([C:6]([C:11]3[CH:12]=[CH:13][C:14]4[S:18](=[O:20])(=[O:19])[N:17]([CH2:21][CH2:22][OH:23])[CH:16]([CH2:25][OH:26])[C:15]=4[CH:27]=3)=[CH:7][NH:8]2)=[CH:4][CH:3]=1. (5) Given the reactants FC(F)(F)S(O[C:7]1[CH:12]=[C:11]([CH3:13])[C:10]([CH2:14][C:15]2[CH:20]=[CH:19][C:18]([O:21][CH2:22][O:23][CH3:24])=[C:17]([CH:25]([CH3:27])[CH3:26])[CH:16]=2)=[C:9]([CH3:28])[CH:8]=1)(=O)=O.CC1C(I)=C(O)C=C(C)C=1CC1C=C[C:42]([O:45][CH2:46][O:47]C)=C(C(C)C)C=1, predict the reaction product. The product is: [CH3:13][C:11]1[CH:12]=[C:7]([CH:8]=[C:9]([CH3:28])[C:10]=1[CH2:14][C:15]1[CH:20]=[CH:19][C:18]([O:21][CH2:22][O:23][CH3:24])=[C:17]([CH:25]([CH3:27])[CH3:26])[CH:16]=1)[C:46]([O:45][CH3:42])=[O:47].